This data is from Forward reaction prediction with 1.9M reactions from USPTO patents (1976-2016). The task is: Predict the product of the given reaction. (1) Given the reactants [N+:1]([C:4]1[CH:11]=[CH:10][C:9]([O:12][C:13]2[CH:18]=[CH:17][CH:16]=[CH:15][CH:14]=2)=[CH:8][C:5]=1[CH:6]=O)([O-:3])=[O:2].[NH2:19][CH2:20][CH2:21][C:22]([N:24]([CH:26]1[CH2:31][CH2:30][CH2:29][CH2:28][CH2:27]1)[CH3:25])=[O:23].C(O[BH-](OC(=O)C)OC(=O)C)(=O)C.[Na+].[OH-].[Na+], predict the reaction product. The product is: [CH3:25][N:24]([C:26]1[CH:31]=[CH:30][CH:29]=[CH:28][CH:27]=1)[C:22](=[O:23])[CH2:21][CH2:20][NH:19][CH2:6][C:5]1[CH:8]=[C:9]([O:12][C:13]2[CH:18]=[CH:17][CH:16]=[CH:15][CH:14]=2)[CH:10]=[CH:11][C:4]=1[N+:1]([O-:3])=[O:2]. (2) Given the reactants [CH2:1]([CH:5]1[CH2:11][N:10]([CH:12]2[CH2:16][CH2:15][CH2:14][CH2:13]2)[C:9]2[N:17]=[C:18](Cl)[N:19]=[CH:20][C:8]=2[N:7]([CH3:22])[C:6]1=[O:23])[C:2]#[C:3][CH3:4].[NH2:24][C:25]1[CH:33]=[CH:32][C:28]([C:29]([OH:31])=[O:30])=[CH:27][C:26]=1[O:34][CH3:35].O.C1(C)C=CC(S(O)(=O)=O)=CC=1, predict the reaction product. The product is: [CH2:1]([CH:5]1[CH2:11][N:10]([CH:12]2[CH2:16][CH2:15][CH2:14][CH2:13]2)[C:9]2[N:17]=[C:18]([NH:24][C:25]3[CH:33]=[CH:32][C:28]([C:29]([OH:31])=[O:30])=[CH:27][C:26]=3[O:34][CH3:35])[N:19]=[CH:20][C:8]=2[N:7]([CH3:22])[C:6]1=[O:23])[C:2]#[C:3][CH3:4]. (3) The product is: [CH3:39][N:7]([CH2:8][C@@H:9]1[CH2:13][CH2:12][N:11]([C:14]2[C:23]3[C:18](=[N:19][CH:20]=[CH:21][N:22]=3)[CH:17]=[C:16]([C:24]3[CH:29]=[CH:28][C:27]([N:30]4[CH2:35][CH2:34][O:33][CH2:32][CH2:31]4)=[CH:26][CH:25]=3)[N:15]=2)[CH2:10]1)[C:6](=[O:36])[O:5][C:1]([CH3:4])([CH3:2])[CH3:3]. Given the reactants [C:1]([O:5][C:6](=[O:36])[NH:7][CH2:8][C@@H:9]1[CH2:13][CH2:12][N:11]([C:14]2[C:23]3[C:18](=[N:19][CH:20]=[CH:21][N:22]=3)[CH:17]=[C:16]([C:24]3[CH:29]=[CH:28][C:27]([N:30]4[CH2:35][CH2:34][O:33][CH2:32][CH2:31]4)=[CH:26][CH:25]=3)[N:15]=2)[CH2:10]1)([CH3:4])([CH3:3])[CH3:2].[H-].[Na+].[CH2:39]1COCC1, predict the reaction product. (4) Given the reactants C1N=CN(C(N2C=NC=C2)=O)C=1.[Cl:13][C:14]1[CH:15]=[CH:16][C:17]([O:23][C:24]([CH3:42])([C:26]2[N:30]([CH3:31])[C:29]([C:32]3[CH:37]=[CH:36][CH:35]=[CH:34][C:33]=3[C:38]([F:41])([F:40])[F:39])=[N:28][N:27]=2)[CH3:25])=[C:18]([CH:22]=1)[C:19](O)=[O:20].[BH4-].[Na+].Cl.C(=O)(O)[O-].[Na+], predict the reaction product. The product is: [ClH:13].[Cl:13][C:14]1[CH:15]=[CH:16][C:17]([O:23][C:24]([CH3:42])([C:26]2[N:30]([CH3:31])[C:29]([C:32]3[CH:37]=[CH:36][CH:35]=[CH:34][C:33]=3[C:38]([F:39])([F:41])[F:40])=[N:28][N:27]=2)[CH3:25])=[C:18]([CH2:19][OH:20])[CH:22]=1. (5) Given the reactants [OH:1][C@@H:2]([C@H:4]1[C:25](=[O:26])[N:6]2[C@@H:7]([C:12]([O:14][CH2:15][C:16]3[CH:21]=[CH:20][C:19]([N+:22]([O-:24])=[O:23])=[CH:18][CH:17]=3)=[O:13])[C:8](=O)[C@H:9]([CH3:10])[C@H:5]12)[CH3:3].[N:27]1[CH:32]=[CH:31][C:30]([S:33]([C:36]2[N:37]=[CH:38][N:39]3[CH:43]=[C:42]([Sn](CCCC)(CCCC)CCCC)[S:41][C:40]=23)(=[O:35])=[O:34])=[CH:29][CH:28]=1, predict the reaction product. The product is: [OH:1][C@@H:2]([C@H:4]1[C:25](=[O:26])[N:6]2[C:7]([C:12]([O:14][CH2:15][C:16]3[CH:17]=[CH:18][C:19]([N+:22]([O-:24])=[O:23])=[CH:20][CH:21]=3)=[O:13])=[C:8]([C:42]3[S:41][C:40]4=[C:36]([S:33]([C:30]5[CH:31]=[CH:32][N:27]=[CH:28][CH:29]=5)(=[O:35])=[O:34])[N:37]=[CH:38][N:39]4[CH:43]=3)[C@H:9]([CH3:10])[C@H:5]12)[CH3:3]. (6) Given the reactants O=[CH:2][CH2:3][C:4]1[CH:13]=[CH:12][CH:11]=[C:10]2[C:5]=1[CH2:6][CH2:7][C:8]1[N:9]2[CH:14]=[N:15][C:16]=1[C:17]([O:19][CH2:20][CH3:21])=[O:18].[F:22][C:23]1[CH:32]=[C:31]2[C:26]([CH:27]=[CH:28][C:29]([CH3:33])=[N:30]2)=[C:25]([N:34]2[CH2:39][CH2:38][NH:37][C@H:36]([CH3:40])[CH2:35]2)[CH:24]=1, predict the reaction product. The product is: [F:22][C:23]1[CH:32]=[C:31]2[C:26]([CH:27]=[CH:28][C:29]([CH3:33])=[N:30]2)=[C:25]([N:34]2[CH2:39][CH2:38][N:37]([CH2:2][CH2:3][C:4]3[CH:13]=[CH:12][CH:11]=[C:10]4[C:5]=3[CH2:6][CH2:7][C:8]3[N:9]4[CH:14]=[N:15][C:16]=3[C:17]([O:19][CH2:20][CH3:21])=[O:18])[C@H:36]([CH3:40])[CH2:35]2)[CH:24]=1. (7) Given the reactants C[C:2]1[CH2:3][C:4]([C:12]([O:14][CH2:15][CH3:16])=[O:13])([C:7]([O:9][CH2:10][CH3:11])=[O:8])[CH2:5][CH:6]=1.C(OC1C=CC([N+]([O-])=O)=CC=1C=O)(C)C, predict the reaction product. The product is: [C:4]1([C:7]([O:9][CH2:10][CH3:11])=[O:8])([C:12]([O:14][CH2:15][CH3:16])=[O:13])[CH2:3][CH:2]=[CH:6][CH2:5]1.